From a dataset of Full USPTO retrosynthesis dataset with 1.9M reactions from patents (1976-2016). Predict the reactants needed to synthesize the given product. (1) Given the product [NH2:11][C:7]1[CH:6]=[C:5]2[C:10](=[CH:9][CH:8]=1)[N:2]([CH3:1])[C:3](=[O:14])[CH2:4]2, predict the reactants needed to synthesize it. The reactants are: [CH3:1][N:2]1[C:10]2[C:5](=[CH:6][C:7]([N+:11]([O-])=O)=[CH:8][CH:9]=2)[CH2:4][C:3]1=[O:14]. (2) Given the product [F:1][C:2]1[CH:3]=[C:4]([C:17]2[CH:26]=[CH:25][C:24]3[C:19](=[CH:20][CH:21]=[CH:22][CH:23]=3)[CH:18]=2)[CH:5]=[CH:6][C:7]=1[CH2:8][CH2:9][C:10]1[CH:11]=[CH:12][C:13]([F:16])=[CH:14][CH:15]=1, predict the reactants needed to synthesize it. The reactants are: [F:1][C:2]1[CH:3]=[C:4]([C:17]2[CH:26]=[CH:25][C:24]3[C:19](=[CH:20][CH:21]=[CH:22][CH:23]=3)[CH:18]=2)[CH:5]=[CH:6][C:7]=1[CH:8]=[CH:9][C:10]1[CH:15]=[CH:14][C:13]([F:16])=[CH:12][CH:11]=1. (3) Given the product [C:1]([O:5][C:6](=[O:14])[NH:7][C:8]1[CH:13]=[CH:12][N:11]=[CH:10][C:9]=1[CH2:22][CH2:21][OH:23])([CH3:4])([CH3:2])[CH3:3], predict the reactants needed to synthesize it. The reactants are: [C:1]([O:5][C:6](=[O:14])[NH:7][C:8]1[CH:13]=[CH:12][N:11]=[CH:10][CH:9]=1)([CH3:4])([CH3:3])[CH3:2].[Li]C(C)(C)C.Br[CH:21]([OH:23])[CH3:22].[Li]CCCC. (4) The reactants are: [OH:1][CH2:2][C@@H:3]1[CH2:8][CH2:7][CH2:6][C@H:5]([C:9]([O:11][CH3:12])=O)[CH2:4]1.[CH3:13][O:14]CCl.C(NC(C)C)(C)C.[NH4+].[Cl-]. Given the product [CH3:13][O:14][CH2:12][O:11][CH2:9][C@@H:5]1[CH2:6][CH2:7][CH2:8][C@H:3]([CH2:2][OH:1])[CH2:4]1, predict the reactants needed to synthesize it. (5) Given the product [CH3:1][O:2][C:3]([C:4]1[CH:26]2[C:25]([N:29]3[CH2:30][CH2:31][O:32][CH2:33][CH2:34]3)([C:24](=[O:35])[N:23]([C:20]3[CH:21]=[CH:22][C:17]([I:16])=[CH:18][CH:19]=3)[CH2:28][CH2:27]2)[N:6]([C:7]2[CH:12]=[CH:11][C:10]([Cl:13])=[CH:9][CH:8]=2)[N:5]=1)=[O:15], predict the reactants needed to synthesize it. The reactants are: [CH3:1][O:2][C:3](=[O:15])[C:4](Br)=[N:5][NH:6][C:7]1[CH:12]=[CH:11][C:10]([Cl:13])=[CH:9][CH:8]=1.[I:16][C:17]1[CH:22]=[CH:21][C:20]([N:23]2[CH2:28][CH2:27][CH:26]=[C:25]([N:29]3[CH2:34][CH2:33][O:32][CH2:31][CH2:30]3)[C:24]2=[O:35])=[CH:19][CH:18]=1.C(N(CC)CC)C.O.